This data is from Catalyst prediction with 721,799 reactions and 888 catalyst types from USPTO. The task is: Predict which catalyst facilitates the given reaction. Reactant: I[C:2]1[CH:7]=[N:6][C:5]([O:8][CH2:9][CH:10]2[CH2:15][CH2:14][N:13]([CH2:16][C:17]3([C:21]([F:24])([F:23])[F:22])[CH2:20][CH2:19][CH2:18]3)[CH2:12][CH2:11]2)=[CH:4][N:3]=1.[CH3:25][O:26][C:27]([C:29]1[CH:34]=[CH:33][C:32](B(O)O)=[CH:31][CH:30]=1)=[O:28].C([O-])([O-])=O.[Cs+].[Cs+].O1CCOCC1. Product: [F:22][C:21]([F:24])([F:23])[C:17]1([CH2:16][N:13]2[CH2:14][CH2:15][CH:10]([CH2:9][O:8][C:5]3[N:6]=[CH:7][C:2]([C:32]4[CH:33]=[CH:34][C:29]([C:27]([O:26][CH3:25])=[O:28])=[CH:30][CH:31]=4)=[N:3][CH:4]=3)[CH2:11][CH2:12]2)[CH2:20][CH2:19][CH2:18]1. The catalyst class is: 6.